This data is from Catalyst prediction with 721,799 reactions and 888 catalyst types from USPTO. The task is: Predict which catalyst facilitates the given reaction. (1) Reactant: Br[C:2]1[C:10]2[C:9]([N:11]3[CH2:16][CH2:15][CH:14]([NH:17][C:18](=[O:25])[C:19]4[CH:24]=[CH:23][CH:22]=[CH:21][CH:20]=4)[CH2:13][CH2:12]3)=[N:8][CH:7]=[N:6][C:5]=2[N:4]([S:26]([C:29]2[CH:34]=[CH:33][CH:32]=[CH:31][CH:30]=2)(=[O:28])=[O:27])[CH:3]=1.[CH3:35][N:36]1[CH:40]=[C:39](B2OC(C)(C)C(C)(C)O2)[CH:38]=[N:37]1.O.O.O.P([O-])([O-])([O-])=O.[K+].[K+].[K+].O. Product: [CH3:35][N:36]1[CH2:40][CH:39]([C:2]2[C:10]3[C:9]([N:11]4[CH2:16][CH2:15][CH:14]([NH:17][C:18](=[O:25])[C:19]5[CH:24]=[CH:23][CH:22]=[CH:21][CH:20]=5)[CH2:13][CH2:12]4)=[N:8][CH:7]=[N:6][C:5]=3[N:4]([S:26]([C:29]3[CH:34]=[CH:33][CH:32]=[CH:31][CH:30]=3)(=[O:28])=[O:27])[CH:3]=2)[CH:38]=[N:37]1. The catalyst class is: 77. (2) Reactant: [OH:1][C@H:2]([C:11]1[CH:16]=[CH:15][CH:14]=[CH:13][CH:12]=1)[C@@H:3]([CH2:7][CH2:8][C:9]#[CH:10])[C:4]([OH:6])=[O:5].N12CCCN=C1CCCCC2.[Si:28](Cl)([C:31]([CH3:34])([CH3:33])[CH3:32])([CH3:30])[CH3:29]. Product: [Si:28]([O:1][C@H:2]([C:11]1[CH:12]=[CH:13][CH:14]=[CH:15][CH:16]=1)[C@@H:3]([CH2:7][CH2:8][C:9]#[CH:10])[C:4]([OH:6])=[O:5])([C:31]([CH3:34])([CH3:33])[CH3:32])([CH3:30])[CH3:29]. The catalyst class is: 10. (3) Reactant: C(=O)([O-])[O-].[K+].[K+].[NH2:7][C:8]1[CH:13]=[CH:12][C:11]([N:14]2[CH:19]=[CH:18][CH:17]=[C:16]([OH:20])[C:15]2=[O:21])=[CH:10][C:9]=1[F:22].Br[CH2:24][CH2:25][O:26][Si:27]([C:30]([CH3:33])([CH3:32])[CH3:31])([CH3:29])[CH3:28].O. Product: [NH2:7][C:8]1[CH:13]=[CH:12][C:11]([N:14]2[CH:19]=[CH:18][CH:17]=[C:16]([O:20][CH2:24][CH2:25][O:26][Si:27]([C:30]([CH3:33])([CH3:32])[CH3:31])([CH3:29])[CH3:28])[C:15]2=[O:21])=[CH:10][C:9]=1[F:22]. The catalyst class is: 3. (4) Reactant: [CH:1]1([NH:5][C:6]([C@@H:8]2[CH2:12][CH2:11][CH2:10][N:9]2[C:13](=[O:30])[CH2:14][O:15][C:16]2[N:20]([C:21]3[CH:26]=[CH:25][CH:24]=[CH:23][CH:22]=3)[N:19]=[C:18]([C:27]([OH:29])=O)[CH:17]=2)=[O:7])[CH2:4][CH2:3][CH2:2]1.C1C=CC2N(O)N=NC=2C=1.CCN(C(C)C)C(C)C.[CH2:50]([O:52][C:53]([N:55]1[CH2:60][CH2:59][N:58]([C:61](=[O:76])[C@@H:62]([NH2:75])[CH2:63][CH2:64][CH2:65][CH2:66][O:67][CH2:68][C:69]2[CH:74]=[CH:73][CH:72]=[CH:71][CH:70]=2)[CH2:57][CH2:56]1)=[O:54])[CH3:51]. Product: [CH2:50]([O:52][C:53]([N:55]1[CH2:60][CH2:59][N:58]([C:61](=[O:76])[C@@H:62]([NH:75][C:27]([C:18]2[CH:17]=[C:16]([O:15][CH2:14][C:13]([N:9]3[CH2:10][CH2:11][CH2:12][C@H:8]3[C:6](=[O:7])[NH:5][CH:1]3[CH2:4][CH2:3][CH2:2]3)=[O:30])[N:20]([C:21]3[CH:26]=[CH:25][CH:24]=[CH:23][CH:22]=3)[N:19]=2)=[O:29])[CH2:63][CH2:64][CH2:65][CH2:66][O:67][CH2:68][C:69]2[CH:74]=[CH:73][CH:72]=[CH:71][CH:70]=2)[CH2:57][CH2:56]1)=[O:54])[CH3:51]. The catalyst class is: 607. (5) Reactant: [Cl:1][C:2]1[CH:9]=[CH:8][CH:7]=[C:6](F)[C:3]=1[C:4]#[N:5].O.[NH2:12][NH2:13].CC(C)=O. Product: [Cl:1][C:2]1[CH:9]=[CH:8][CH:7]=[C:6]2[C:3]=1[C:4]([NH2:5])=[N:12][NH:13]2. The catalyst class is: 8. (6) Reactant: [C:1]([NH:20][C@H:21]([C@H:27]([OH:43])[CH2:28][CH2:29][CH2:30][CH2:31][CH2:32][CH2:33][CH2:34][CH2:35][CH2:36][CH2:37][CH2:38][CH2:39][CH2:40][CH2:41][CH3:42])[C:22](OCC)=[O:23])(=[O:19])[CH2:2][CH2:3][CH2:4][CH2:5][CH2:6][CH2:7][CH2:8][CH2:9][CH2:10][CH2:11][CH2:12][CH2:13][CH2:14][CH2:15][CH2:16][CH2:17][CH3:18].[BH4-].[Na+].[Cl-].[Al+3].[Cl-].[Cl-].Cl. Product: [C:1]([NH:20][C@H:21]([C@H:27]([OH:43])[CH2:28][CH2:29][CH2:30][CH2:31][CH2:32][CH2:33][CH2:34][CH2:35][CH2:36][CH2:37][CH2:38][CH2:39][CH2:40][CH2:41][CH3:42])[CH2:22][OH:23])(=[O:19])[CH2:2][CH2:3][CH2:4][CH2:5][CH2:6][CH2:7][CH2:8][CH2:9][CH2:10][CH2:11][CH2:12][CH2:13][CH2:14][CH2:15][CH2:16][CH2:17][CH3:18]. The catalyst class is: 90. (7) Reactant: [NH2:1][C:2]1[N:3]=[CH:4][C:5]([C:8]([OH:10])=[O:9])=[N:6][CH:7]=1.C(=O)([O-])[O-].[K+].[K+].[CH2:17](Br)[C:18]1[CH:23]=[CH:22][CH:21]=[CH:20][CH:19]=1. Product: [NH2:1][C:2]1[N:3]=[CH:4][C:5]([C:8]([O:10][CH2:17][C:18]2[CH:23]=[CH:22][CH:21]=[CH:20][CH:19]=2)=[O:9])=[N:6][CH:7]=1. The catalyst class is: 288. (8) Reactant: C(O[CH:5]([C:28]1[N:40]=[C:31]2[N:32]=[C:33]([CH3:39])[C:34]3[CH2:38][CH2:37][CH2:36][C:35]=3[N:30]2[N:29]=1)[C:6]1(Br)[C:12](=[O:13])[N:11]2[C@@H:7]1[S:8][CH:9]=[C:10]2[C:14]([O:16]CC1C=CC([N+]([O-])=O)=CC=1)=[O:15])(=O)C.C(#N)C. The catalyst class is: 123. Product: [CH3:39][C:33]1[C:34]2[CH2:38][CH2:37][CH2:36][C:35]=2[N:30]2[N:29]=[C:28](/[CH:5]=[C:6]3\[C@@H:7]4[N:11]([C:12]\3=[O:13])[C:10]([C:14]([OH:16])=[O:15])=[CH:9][S:8]4)[N:40]=[C:31]2[N:32]=1. (9) Reactant: C([O:8][C:9]1[CH:10]=[C:11]([CH:28]=[CH:29][CH:30]=1)[CH2:12][C:13]1([CH:26]=[O:27])[CH2:18][CH2:17][N:16]([C:19]([O:21][C:22]([CH3:25])([CH3:24])[CH3:23])=[O:20])[CH2:15][CH2:14]1)C1C=CC=CC=1. Product: [CH:26]([C:13]1([CH2:12][C:11]2[CH:28]=[CH:29][CH:30]=[C:9]([OH:8])[CH:10]=2)[CH2:14][CH2:15][N:16]([C:19]([O:21][C:22]([CH3:24])([CH3:25])[CH3:23])=[O:20])[CH2:17][CH2:18]1)=[O:27]. The catalyst class is: 304.